Task: Predict the reaction yield, written as a fraction of the theoretical maximum amount of product (1.0 means a 100% yield; for example, 0.34 means a 34% yield).. Dataset: Reaction yield outcomes from USPTO patents with 853,638 reactions (1) The catalyst is CN(C)C=O.ClCCl. The reactants are [CH3:1][CH2:2][CH2:3][CH2:4][NH:5][C:6]1[CH:7]=[C:8]([C:23]([OH:25])=[O:24])[CH:9]=[C:10]([S:19]([NH2:22])(=[O:21])=[O:20])[C:11]=1[O:12][C:13]1[CH:14]=[CH:15][CH:16]=[CH:17][CH:18]=1.[CH2:26](Cl)[C:27]1[CH:32]=[CH:31][CH:30]=[CH:29][CH:28]=1.C(N(CC)CC)C. The product is [NH2:22][S:19]([C:10]1[CH:9]=[C:8]([CH:7]=[C:6]([NH:5][CH2:4][CH2:3][CH2:2][CH3:1])[C:11]=1[O:12][C:13]1[CH:18]=[CH:17][CH:16]=[CH:15][CH:14]=1)[C:23]([O:25][CH2:26][C:27]1[CH:32]=[CH:31][CH:30]=[CH:29][CH:28]=1)=[O:24])(=[O:21])=[O:20]. The yield is 0.800. (2) The reactants are [NH2:1][C:2]1[N:7]=[CH:6][N:5]=[C:4]([NH:8][C@H:9]([C:11]2[N:16]([C:17]3[CH:22]=[CH:21][CH:20]=[CH:19][CH:18]=3)[C:15](=[O:23])[C:14]3=[C:24]([CH3:27])[CH:25]=[CH:26][N:13]3[N:12]=2)[CH3:10])[C:3]=1I.[F:29][C:30]1[CH:31]=[C:32](B(O)O)[CH:33]=[C:34]([OH:36])[CH:35]=1.C(=O)([O-])[O-].[Na+].[Na+]. No catalyst specified. The product is [NH2:1][C:2]1[N:7]=[CH:6][N:5]=[C:4]([NH:8][C@H:9]([C:11]2[N:16]([C:17]3[CH:22]=[CH:21][CH:20]=[CH:19][CH:18]=3)[C:15](=[O:23])[C:14]3=[C:24]([CH3:27])[CH:25]=[CH:26][N:13]3[N:12]=2)[CH3:10])[C:3]=1[C:32]1[CH:33]=[C:34]([OH:36])[CH:35]=[C:30]([F:29])[CH:31]=1. The yield is 0.350. (3) The reactants are [CH3:1][NH2:2].FC(F)(F)S(O[C:9]1[C:10]([Br:27])=[CH:11][C:12]2[CH:18]([CH3:19])[CH2:17][N:16]([C:20](=[O:25])[C:21]([F:24])([F:23])[F:22])[CH2:15][CH2:14][C:13]=2[N:26]=1)(=O)=O.C1COCC1.C([O-])(O)=O.[Na+]. The catalyst is CCOC(C)=O. The product is [Br:27][C:10]1[C:9]([NH:2][CH3:1])=[N:26][C:13]2[CH2:14][CH2:15][N:16]([C:20](=[O:25])[C:21]([F:24])([F:23])[F:22])[CH2:17][CH:18]([CH3:19])[C:12]=2[CH:11]=1. The yield is 0.620. (4) The reactants are O=C1[C:6]2([CH2:11][CH2:10][N:9]([C:12]([O:14][C:15]([CH3:18])([CH3:17])[CH3:16])=[O:13])[CH2:8][CH2:7]2)[N:5]([C:19]2[CH:24]=[CH:23][CH:22]=[CH:21][CH:20]=2)CN1.[C:25](=[O:28])([O-:27])[O-].[K+].[K+].Cl[CH2:32][C:33]([N:35]([CH2:38][CH3:39])[CH2:36][CH3:37])=[O:34].[CH3:40][N:41]([CH3:44])[CH:42]=[O:43]. The catalyst is C(OCC)(=O)C. The product is [CH2:36]([N:35]([CH2:38][CH3:39])[C:33](=[O:34])[CH2:32][O:27][C:25]([C:19]1[CH:20]=[C:21]([CH:22]=[CH:23][CH:24]=1)[CH2:40][N:41]1[C:42](=[O:43])[C:6]2([CH2:11][CH2:10][N:9]([C:12]([O:14][C:15]([CH3:18])([CH3:17])[CH3:16])=[O:13])[CH2:8][CH2:7]2)[N:5]([C:19]2[CH:24]=[CH:23][CH:22]=[CH:21][CH:20]=2)[CH2:44]1)=[O:28])[CH3:37]. The yield is 0.880. (5) The reactants are [NH2:1][C:2]([C:4]1[CH:5]=[N:6][C:7]2[C:12]([C:13]=1[NH:14][C:15]1[CH:16]=[C:17]([CH:23]=[CH:24][CH:25]=1)[C:18]([O:20][CH2:21][CH3:22])=[O:19])=[CH:11][CH:10]=[C:9](Cl)[CH:8]=2)=[O:3].[CH3:27][O:28][C:29]1[CH:34]=[CH:33][CH:32]=[CH:31][C:30]=1B(O)O.C(=O)([O-])[O-].[K+].[K+]. The catalyst is O1CCOCC1.O.C1C=CC([P]([Pd]([P](C2C=CC=CC=2)(C2C=CC=CC=2)C2C=CC=CC=2)([P](C2C=CC=CC=2)(C2C=CC=CC=2)C2C=CC=CC=2)[P](C2C=CC=CC=2)(C2C=CC=CC=2)C2C=CC=CC=2)(C2C=CC=CC=2)C2C=CC=CC=2)=CC=1. The product is [NH2:1][C:2]([C:4]1[CH:5]=[N:6][C:7]2[C:12]([C:13]=1[NH:14][C:15]1[CH:16]=[C:17]([CH:23]=[CH:24][CH:25]=1)[C:18]([O:20][CH2:21][CH3:22])=[O:19])=[CH:11][CH:10]=[C:9]([C:30]1[CH:31]=[CH:32][CH:33]=[CH:34][C:29]=1[O:28][CH3:27])[CH:8]=2)=[O:3]. The yield is 0.350.